This data is from Catalyst prediction with 721,799 reactions and 888 catalyst types from USPTO. The task is: Predict which catalyst facilitates the given reaction. (1) Reactant: Cl.Cl.Cl.NCC1CN(CC#CC2C=NC=CC=2[O:19][C:20]2[CH:25]=[CH:24][C:23]([NH:26][C:27](NC(=O)CC3C=CC(F)=CC=3)=[O:28])=[CH:22][C:21]=2[F:40])C1.[Cl:41][C:42]1[CH:47]=[C:46]([N+]([O-])=O)[CH:45]=[CH:44][N:43]=1.[C:51]([O-])([O-])=O.[K+].[K+]. Product: [Cl:41][C:42]1[CH:47]=[C:46]([O:19][C:20]2[CH:25]=[CH:24][C:23]([NH:26][C:27](=[O:28])[CH3:51])=[CH:22][C:21]=2[F:40])[CH:45]=[CH:44][N:43]=1. The catalyst class is: 3. (2) Reactant: [F:1][C:2]1[CH:22]=[CH:21][CH:20]=[C:19]([F:23])[C:3]=1[CH2:4][O:5][C:6]1[C:7]2[N:8]([C:12]([C:16]([OH:18])=O)=[C:13]([CH3:15])[N:14]=2)[CH:9]=[CH:10][CH:11]=1.CN(C(ON1N=NC2C=CC=NC1=2)=[N+](C)C)C.F[P-](F)(F)(F)(F)F.C(N(CC)C(C)C)(C)C.[CH:57]1([N:60]2[CH:65]3[CH2:66][CH2:67][CH2:68][CH:61]2[CH2:62][CH:63]([NH2:69])[CH2:64]3)[CH2:59][CH2:58]1. Product: [CH:57]1([N:60]2[CH:65]3[CH2:66][CH2:67][CH2:68][CH:61]2[CH2:62][CH:63]([NH:69][C:16]([C:12]2[N:8]4[CH:9]=[CH:10][CH:11]=[C:6]([O:5][CH2:4][C:3]5[C:2]([F:1])=[CH:22][CH:21]=[CH:20][C:19]=5[F:23])[C:7]4=[N:14][C:13]=2[CH3:15])=[O:18])[CH2:64]3)[CH2:59][CH2:58]1. The catalyst class is: 18. (3) Reactant: O[CH2:2][C:3]1[CH:11]=[C:10]2[C:6]([C:7]([CH2:21][N:22]([CH3:30])[C:23](=[O:29])[O:24][C:25]([CH3:28])([CH3:27])[CH3:26])=[CH:8][N:9]2[S:12]([C:15]2[CH:16]=[N:17][CH:18]=[CH:19][CH:20]=2)(=[O:14])=[O:13])=[CH:5][CH:4]=1.C1(P(C2C=CC=CC=2)C2C=CC=CC=2)C=CC=CC=1.[Br:50]C(Br)(Br)Br.O. Product: [Br:50][CH2:2][C:3]1[CH:11]=[C:10]2[C:6]([C:7]([CH2:21][N:22]([CH3:30])[C:23](=[O:29])[O:24][C:25]([CH3:28])([CH3:27])[CH3:26])=[CH:8][N:9]2[S:12]([C:15]2[CH:16]=[N:17][CH:18]=[CH:19][CH:20]=2)(=[O:14])=[O:13])=[CH:5][CH:4]=1. The catalyst class is: 4. (4) Reactant: [CH2:1]([Si:11]([Cl:14])([Cl:13])Cl)[CH2:2][CH2:3][CH2:4][CH2:5][CH2:6][CH2:7][CH2:8][CH2:9][CH3:10].[CH2:15]([Mg]Br)[CH2:16][CH2:17][CH2:18][CH2:19][CH2:20][CH2:21][CH2:22][CH2:23][CH3:24]. Product: [Cl:14][Si:11]([Cl:13])([CH2:1][CH2:2][CH2:3][CH2:4][CH2:5][CH2:6][CH2:7][CH2:8][CH2:9][CH3:10])[CH2:15][CH2:16][CH2:17][CH2:18][CH2:19][CH2:20][CH2:21][CH2:22][CH2:23][CH3:24]. The catalyst class is: 7. (5) Product: [C:1]([N:34]1[CH2:35][CH2:36][CH:31]([S:28]([NH:27][C:18]2[C:17]([NH:16][C:14]3[CH:15]=[C:10]([O:9][CH3:8])[CH:11]=[CH:12][C:13]=3[CH2:37][CH2:38][O:39][CH3:40])=[N:26][C:25]3[C:20](=[CH:21][CH:22]=[CH:23][CH:24]=3)[N:19]=2)(=[O:30])=[O:29])[CH2:32][CH2:33]1)(=[O:3])[CH3:2]. Reactant: [C:1](OC(=O)C)(=[O:3])[CH3:2].[CH3:8][O:9][C:10]1[CH:11]=[CH:12][C:13]([CH2:37][CH2:38][O:39][CH3:40])=[C:14]([NH:16][C:17]2[C:18]([NH:27][S:28]([CH:31]3[CH2:36][CH2:35][NH:34][CH2:33][CH2:32]3)(=[O:30])=[O:29])=[N:19][C:20]3[C:25]([N:26]=2)=[CH:24][CH:23]=[CH:22][CH:21]=3)[CH:15]=1.CCN(CC)CC. The catalyst class is: 2. (6) Reactant: [N+:1]([C:4]1[CH:9]=[CH:8][C:7]([OH:10])=[CH:6][CH:5]=1)([O-:3])=[O:2].C(=O)([O-])[O-].[K+].[K+].CN(C)C=O.Cl[C:23]1[C:24]2[CH:31]=[C:30]([C:32]3[CH:37]=[CH:36][CH:35]=[CH:34][CH:33]=3)[NH:29][C:25]=2[N:26]=[CH:27][N:28]=1. Product: [N+:1]([C:4]1[CH:9]=[CH:8][C:7]([O:10][C:23]2[C:24]3[CH:31]=[C:30]([C:32]4[CH:37]=[CH:36][CH:35]=[CH:34][CH:33]=4)[NH:29][C:25]=3[N:26]=[CH:27][N:28]=2)=[CH:6][CH:5]=1)([O-:3])=[O:2]. The catalyst class is: 6. (7) Reactant: [CH3:1][C:2]1[NH:3][C:4]2[C:9]([CH:10]=1)=[CH:8][CH:7]=[CH:6][CH:5]=2.[OH-].[K+].[I:13]I.O. Product: [I:13][C:10]1[C:9]2[C:4](=[CH:5][CH:6]=[CH:7][CH:8]=2)[NH:3][C:2]=1[CH3:1]. The catalyst class is: 3.